Dataset: Forward reaction prediction with 1.9M reactions from USPTO patents (1976-2016). Task: Predict the product of the given reaction. (1) Given the reactants [Br:1][C:2]1[CH:3]=[C:4]([CH:6]=[CH:7][CH:8]=1)[NH2:5].Cl.[O:10]=[C:11](Cl)OC(Cl)(Cl)Cl.[CH:18]1([C:24]2[CH:29]=[CH:28][C:27]([NH:30][CH2:31][C:32]3[CH:40]=[CH:39][C:35]([C:36]([OH:38])=[O:37])=[CH:34][CH:33]=3)=[CH:26][CH:25]=2)[CH2:23][CH2:22][CH2:21][CH2:20][CH2:19]1, predict the reaction product. The product is: [Br:1][C:2]1[CH:3]=[C:4]([NH:5][C:11](=[O:10])[N:30]([CH2:31][C:32]2[CH:40]=[CH:39][C:35]([C:36]([OH:38])=[O:37])=[CH:34][CH:33]=2)[C:27]2[CH:28]=[CH:29][C:24]([CH:18]3[CH2:19][CH2:20][CH2:21][CH2:22][CH2:23]3)=[CH:25][CH:26]=2)[CH:6]=[CH:7][CH:8]=1. (2) Given the reactants [NH2:1][CH2:2][CH2:3][CH2:4][CH2:5][NH:6][C:7]1[C:8]2[CH:16]=[CH:15][NH:14][C:9]=2[N:10]=[C:11](Cl)[N:12]=1.[NH2:17][C:18]1[CH:23]=[CH:22][C:21]([N:24]([CH3:28])[C:25](=[O:27])[CH3:26])=[CH:20][CH:19]=1.C[Si](Cl)(C)C, predict the reaction product. The product is: [NH2:1][CH2:2][CH2:3][CH2:4][CH2:5][NH:6][C:7]1[C:8]2[CH:16]=[CH:15][NH:14][C:9]=2[N:10]=[C:11]([NH:17][C:18]2[CH:19]=[CH:20][C:21]([N:24]([CH3:28])[C:25](=[O:27])[CH3:26])=[CH:22][CH:23]=2)[N:12]=1.